This data is from Peptide-MHC class II binding affinity with 134,281 pairs from IEDB. The task is: Regression. Given a peptide amino acid sequence and an MHC pseudo amino acid sequence, predict their binding affinity value. This is MHC class II binding data. (1) The peptide sequence is KWCFEGPEEHEILND. The MHC is DRB1_1101 with pseudo-sequence DRB1_1101. The binding affinity (normalized) is 0. (2) The peptide sequence is KEPIVGAETFYVDGA. The MHC is HLA-DQA10301-DQB10302 with pseudo-sequence HLA-DQA10301-DQB10302. The binding affinity (normalized) is 0.319. (3) The peptide sequence is SGITLKQATTAPCAV. The MHC is DRB1_1101 with pseudo-sequence DRB1_1101. The binding affinity (normalized) is 0.189. (4) The peptide sequence is SWEVGKPRPPLNRNY. The MHC is DRB1_0101 with pseudo-sequence DRB1_0101. The binding affinity (normalized) is 0.912. (5) The peptide sequence is DEAHFLDPASIAARG. The MHC is HLA-DQA10303-DQB10402 with pseudo-sequence HLA-DQA10303-DQB10402. The binding affinity (normalized) is 0.393. (6) The peptide sequence is QCALFPNNLITSSRR. The MHC is DRB1_0101 with pseudo-sequence DRB1_0101. The binding affinity (normalized) is 0.653. (7) The peptide sequence is ETIKVTPNNFSSIVK. The MHC is DRB1_0101 with pseudo-sequence DRB1_0101. The binding affinity (normalized) is 0.537. (8) The peptide sequence is INFFLIAFAVYFLVV. The MHC is HLA-DQA10102-DQB10602 with pseudo-sequence HLA-DQA10102-DQB10602. The binding affinity (normalized) is 0.167.